From a dataset of Forward reaction prediction with 1.9M reactions from USPTO patents (1976-2016). Predict the product of the given reaction. (1) Given the reactants [Cl:1][C:2]1[CH:7]=[CH:6][C:5]([C:8]2[C:14]3[CH:15]=[C:16]([O:19][CH3:20])[CH:17]=[CH:18][C:13]=3[NH:12][C:11](=[S:21])[C@H:10]([CH2:22][C:23]([O:25]C)=[O:24])[N:9]=2)=[CH:4][CH:3]=1.[OH-].[Na+], predict the reaction product. The product is: [Cl:1][C:2]1[CH:3]=[CH:4][C:5]([C:8]2[C:14]3[CH:15]=[C:16]([O:19][CH3:20])[CH:17]=[CH:18][C:13]=3[NH:12][C:11](=[S:21])[CH:10]([CH2:22][C:23]([OH:25])=[O:24])[N:9]=2)=[CH:6][CH:7]=1. (2) Given the reactants [C:1]([O:5][C:6](=[O:25])[C:7]1[CH:12]=[CH:11][C:10]([CH2:13][NH:14][S:15]([C:18]2[CH:23]=[CH:22][CH:21]=[CH:20][C:19]=2[NH2:24])(=[O:17])=[O:16])=[CH:9][CH:8]=1)([CH3:4])([CH3:3])[CH3:2].[Br:26]Br, predict the reaction product. The product is: [C:1]([O:5][C:6](=[O:25])[C:7]1[CH:8]=[CH:9][C:10]([CH2:13][NH:14][S:15]([C:18]2[CH:23]=[C:22]([Br:26])[CH:21]=[CH:20][C:19]=2[NH2:24])(=[O:17])=[O:16])=[CH:11][CH:12]=1)([CH3:4])([CH3:2])[CH3:3]. (3) Given the reactants Cl[C:2]([O:4][CH3:5])=[O:3].[Cl:6][C:7]1[CH:8]=[C:9]([CH2:13][CH:14]([NH2:16])[CH3:15])[CH:10]=[CH:11][CH:12]=1.C(=O)([O-])[O-].[K+].[K+], predict the reaction product. The product is: [CH3:5][O:4][C:2](=[O:3])[NH:16][CH:14]([CH3:15])[CH2:13][C:9]1[CH:10]=[CH:11][CH:12]=[C:7]([Cl:6])[CH:8]=1. (4) Given the reactants O1[C:5]2([CH2:10][CH2:9][CH:8]([N:11]3[C:22]4=[C:23]5[C:18](=[CH:19][CH:20]=[CH:21]4)[CH:17]=[N:16][CH:15]=[C:14]5[CH2:13][CH2:12]3)[CH2:7][CH2:6]2)[O:4]CC1.[OH-].[Na+], predict the reaction product. The product is: [N:11]1([CH:8]2[CH2:7][CH2:6][C:5](=[O:4])[CH2:10][CH2:9]2)[C:22]2=[C:23]3[C:18](=[CH:19][CH:20]=[CH:21]2)[CH:17]=[N:16][CH:15]=[C:14]3[CH2:13][CH2:12]1. (5) Given the reactants [Br:1][C:2]1[CH:7]=[CH:6][C:5]([CH2:8][C:9]([C:11]2[CH:21]=[CH:20][C:14]3[N:15]([CH3:19])[C:16](=[O:18])[O:17][C:13]=3[CH:12]=2)=[O:10])=[C:4]([Cl:22])[CH:3]=1.[H-].[Na+].[CH3:25]I, predict the reaction product. The product is: [Br:1][C:2]1[CH:7]=[CH:6][C:5]([CH:8]([CH3:25])[C:9]([C:11]2[CH:21]=[CH:20][C:14]3[N:15]([CH3:19])[C:16](=[O:18])[O:17][C:13]=3[CH:12]=2)=[O:10])=[C:4]([Cl:22])[CH:3]=1. (6) Given the reactants [CH3:1][CH:2]([CH3:30])[CH2:3][C@H:4]([NH:22]C(=O)OC(C)(C)C)[CH2:5][O:6][C:7]1[CH:8]=[CH:9][C:10]2[C:20]3[C:15](=[C:16]([CH3:21])[N:17]=[CH:18][CH:19]=3)[CH2:14][O:13][C:11]=2[CH:12]=1.C(O)(C(F)(F)F)=[O:32].C([O-])(O)=O.[Na+], predict the reaction product. The product is: [NH2:22][C@@H:4]([CH2:3][CH:2]([CH3:30])[CH3:1])[CH2:5][O:6][C:7]1[CH:8]=[CH:9][C:10]2[C:20]3[C:15](=[C:16]([CH3:21])[N:17]=[CH:18][CH:19]=3)[C:14](=[O:32])[O:13][C:11]=2[CH:12]=1.